This data is from Full USPTO retrosynthesis dataset with 1.9M reactions from patents (1976-2016). The task is: Predict the reactants needed to synthesize the given product. (1) Given the product [CH2:24]([O:23][C:22]([NH:1][C@H:2]1[CH2:7][CH2:6][N:5]([C:8]([O:10][C:11]([CH3:12])([CH3:14])[CH3:13])=[O:9])[CH2:4][C@H:3]1[F:15])=[O:31])[C:25]1[CH:30]=[CH:29][CH:28]=[CH:27][CH:26]=1, predict the reactants needed to synthesize it. The reactants are: [NH2:1][C@H:2]1[CH2:7][CH2:6][N:5]([C:8]([O:10][C:11]([CH3:14])([CH3:13])[CH3:12])=[O:9])[CH2:4][C@H:3]1[F:15].C(=O)([O-])[O-].[K+].[K+].[C:22](Cl)(=[O:31])[O:23][CH2:24][C:25]1[CH:30]=[CH:29][CH:28]=[CH:27][CH:26]=1.C1COCC1. (2) Given the product [CH3:25][O:24][C:21]1[N:20]=[CH:19][C:18]([N:10]2[C:11]([N:13]3[CH:14]=[CH:15][CH:16]=[CH:17]3)=[CH:12][C:8]([C:6]([OH:7])=[O:5])=[N:9]2)=[CH:23][CH:22]=1, predict the reactants needed to synthesize it. The reactants are: [OH-].[Na+].C([O:5][C:6]([C:8]1[CH:12]=[C:11]([N:13]2[CH:17]=[CH:16][CH:15]=[CH:14]2)[N:10]([C:18]2[CH:19]=[N:20][C:21]([O:24][CH3:25])=[CH:22][CH:23]=2)[N:9]=1)=[O:7])C.Cl.C(OCC)(=O)C. (3) The reactants are: CN([CH:4]=[O:5])C.O=P(Cl)(Cl)Cl.[N:11]1[CH:12]=[CH:13][N:14]2[CH:19]=[C:18]([CH2:20][C:21]3[N:25]4[N:26]=[C:27]([C:30]5[CH:31]=[N:32][N:33]([CH3:35])[CH:34]=5)[CH:28]=[CH:29][C:24]4=[N:23][CH:22]=3)[CH:17]=[CH:16][C:15]=12. Given the product [CH3:35][N:33]1[CH:34]=[C:30]([C:27]2[CH:28]=[CH:29][C:24]3[N:25]([C:21]([CH2:20][C:18]4[CH:17]=[CH:16][C:15]5[N:14]([C:13]([CH:4]=[O:5])=[CH:12][N:11]=5)[CH:19]=4)=[CH:22][N:23]=3)[N:26]=2)[CH:31]=[N:32]1, predict the reactants needed to synthesize it. (4) Given the product [Cl:1][C:2]1[C:7]([CH2:8][OH:9])=[CH:6][N:5]=[C:4]([S:13][CH3:14])[N:3]=1, predict the reactants needed to synthesize it. The reactants are: [Cl:1][C:2]1[C:7]([C:8](OCC)=[O:9])=[CH:6][N:5]=[C:4]([S:13][CH3:14])[N:3]=1.CC(C[AlH]CC(C)C)C. (5) Given the product [F:1][C:2]1[CH:3]=[C:4]([C:8]2[C:9]([CH3:16])=[CH:10][CH:11]=[C:12]([C:14]#[N:15])[N+:13]=2[O-:20])[CH:5]=[CH:6][CH:7]=1, predict the reactants needed to synthesize it. The reactants are: [F:1][C:2]1[CH:3]=[C:4]([C:8]2[N:13]=[C:12]([C:14]#[N:15])[CH:11]=[CH:10][C:9]=2[CH3:16])[CH:5]=[CH:6][CH:7]=1.FC(F)(F)C(OC(=O)C(F)(F)F)=[O:20].C([O-])([O-])=O.C([O-])([O-])=O.OO.OO.OO.[Na+].[Na+].[Na+].[Na+].C(=O)([O-])O.[Na+].